This data is from CYP3A4 inhibition data for predicting drug metabolism from PubChem BioAssay. The task is: Regression/Classification. Given a drug SMILES string, predict its absorption, distribution, metabolism, or excretion properties. Task type varies by dataset: regression for continuous measurements (e.g., permeability, clearance, half-life) or binary classification for categorical outcomes (e.g., BBB penetration, CYP inhibition). Dataset: cyp3a4_veith. (1) The molecule is COc1ccc(-n2c(C)nn(C)c2=O)cc1. The result is 0 (non-inhibitor). (2) The molecule is CCCCN1C(=O)C(C2c3ccccc3C(=O)N2Cc2ccccc2)C(=O)NC1=S. The result is 1 (inhibitor).